This data is from Forward reaction prediction with 1.9M reactions from USPTO patents (1976-2016). The task is: Predict the product of the given reaction. (1) Given the reactants [CH3:1][O:2][C:3]([C:5]1[CH:6]=[C:7]([CH:11]=[CH:12][CH:13]=1)[C:8](O)=[O:9])=[O:4].C(Cl)(=O)C([Cl:17])=O, predict the reaction product. The product is: [Cl:17][C:8]([C:7]1[CH:6]=[C:5]([CH:13]=[CH:12][CH:11]=1)[C:3]([O:2][CH3:1])=[O:4])=[O:9]. (2) Given the reactants [Cl:1][C:2]1[CH:7]=[CH:6][C:5]([NH:8][C:9](=[O:23])[CH2:10][NH:11][CH2:12][C:13]2[CH:18]=[CH:17][C:16]([O:19][CH3:20])=[CH:15][C:14]=2[O:21][CH3:22])=[CH:4][CH:3]=1.S([O-])([O-])(=O)=O.[Mg+2].[CH2:30]([C@H:32]1[O:34][CH2:33]1)Cl, predict the reaction product. The product is: [Cl:1][C:2]1[CH:3]=[CH:4][C:5]([N:8]2[C@@H:32]([CH2:33][OH:34])[CH2:30][N:11]([CH2:12][C:13]3[CH:18]=[CH:17][C:16]([O:19][CH3:20])=[CH:15][C:14]=3[O:21][CH3:22])[CH2:10][C:9]2=[O:23])=[CH:6][CH:7]=1.